Task: Predict which catalyst facilitates the given reaction.. Dataset: Catalyst prediction with 721,799 reactions and 888 catalyst types from USPTO Reactant: [C:1]([CH2:3][C:4]([O:6][CH3:7])=[O:5])#[N:2].[S:8]1CC(O)S[CH2:10][CH:9]1O.C(N(CC)CC)C. Product: [NH2:2][C:1]1[S:8][CH:9]=[CH:10][C:3]=1[C:4]([O:6][CH3:7])=[O:5]. The catalyst class is: 14.